From a dataset of Forward reaction prediction with 1.9M reactions from USPTO patents (1976-2016). Predict the product of the given reaction. Given the reactants [CH3:1][O:2][C:3]1[CH:4]=[C:5]2[C:9](=[CH:10][C:11]=1[O:12][CH3:13])[NH:8][N:7]=[CH:6]2.C1(C(N)C2CCCCC2)CCCCC1.[CH3:28][Si:29]([CH2:32][CH2:33][O:34][CH2:35]Cl)([CH3:31])[CH3:30].CCOC(C)=O, predict the reaction product. The product is: [CH3:1][O:2][C:3]1[C:11]([O:12][CH3:13])=[CH:10][C:9]2[C:5](=[CH:6][N:7]([CH2:35][O:34][CH2:33][CH2:32][Si:29]([CH3:31])([CH3:30])[CH3:28])[N:8]=2)[CH:4]=1.